From a dataset of Catalyst prediction with 721,799 reactions and 888 catalyst types from USPTO. Predict which catalyst facilitates the given reaction. (1) Reactant: [NH2:1][C:2]1[CH:7]=[CH:6][C:5]([Br:8])=[CH:4][C:3]=1[NH:9][C:10]1[N:15]=[C:14]([NH2:16])[N:13]=[CH:12][N:11]=1.[CH:17]1([CH:20]=O)[CH2:19][CH2:18]1.OOS([O-])=O.[K+].C(=O)(O)[O-].[Na+]. Product: [Br:8][C:5]1[CH:6]=[CH:7][C:2]2[N:1]=[C:20]([CH:17]3[CH2:19][CH2:18]3)[N:9]([C:10]3[N:11]=[CH:12][N:13]=[C:14]([NH2:16])[N:15]=3)[C:3]=2[CH:4]=1. The catalyst class is: 3. (2) Reactant: C(OC(=O)[NH:7][C:8]1[CH:13]=[CH:12][C:11]([C:14]2[CH:19]=[CH:18][CH:17]=[C:16]([O:20][CH3:21])[CH:15]=2)=[CH:10][C:9]=1[NH:22][C:23](=[O:35])[CH2:24][C:25]([C:27]1[CH:32]=[CH:31][CH:30]=[C:29]([C:33]#[N:34])[CH:28]=1)=O)(C)(C)C.C(O)(C(F)(F)F)=O. Product: [CH3:21][O:20][C:16]1[CH:15]=[C:14]([C:11]2[CH:12]=[CH:13][C:8]3[N:7]=[C:25]([C:27]4[CH:28]=[C:29]([CH:30]=[CH:31][CH:32]=4)[C:33]#[N:34])[CH2:24][C:23](=[O:35])[NH:22][C:9]=3[CH:10]=2)[CH:19]=[CH:18][CH:17]=1. The catalyst class is: 2. (3) Reactant: FC(F)(F)C(O)=O.[O:8]=[C:9]1[N:13]([C:14]2[CH:15]=[N:16][C:17]([C:20]([F:23])([F:22])[F:21])=[CH:18][CH:19]=2)[CH2:12][C@H:11]([CH:24]([CH3:26])[CH3:25])[N:10]1[CH2:27][C:28]([O:30]C(C)(C)C)=[O:29]. Product: [O:8]=[C:9]1[N:13]([C:14]2[CH:15]=[N:16][C:17]([C:20]([F:23])([F:22])[F:21])=[CH:18][CH:19]=2)[CH2:12][C@H:11]([CH:24]([CH3:26])[CH3:25])[N:10]1[CH2:27][C:28]([OH:30])=[O:29]. The catalyst class is: 22. (4) Reactant: [NH2:1][C:2]1[CH:3]=[CH:4][CH:5]=[C:6]2[C:11]=1[N:10]=[CH:9][CH:8]=[CH:7]2.Cl[S:13]([C:16]1[CH:17]=[C:18]([CH:23]=[CH:24][CH:25]=1)[C:19]([O:21][CH3:22])=[O:20])(=[O:15])=[O:14]. Product: [CH3:22][O:21][C:19](=[O:20])[C:18]1[CH:23]=[CH:24][CH:25]=[C:16]([S:13](=[O:14])(=[O:15])[NH:1][C:2]2[CH:3]=[CH:4][CH:5]=[C:6]3[C:11]=2[N:10]=[CH:9][CH:8]=[CH:7]3)[CH:17]=1. The catalyst class is: 142.